Task: Regression. Given a peptide amino acid sequence and an MHC pseudo amino acid sequence, predict their binding affinity value. This is MHC class II binding data.. Dataset: Peptide-MHC class II binding affinity with 134,281 pairs from IEDB (1) The peptide sequence is ETKYFAATQFEPLAA. The MHC is DRB1_1602 with pseudo-sequence DRB1_1602. The binding affinity (normalized) is 0.542. (2) The peptide sequence is SMQKTIPLVALTLTS. The MHC is HLA-DQA10201-DQB10402 with pseudo-sequence HLA-DQA10201-DQB10402. The binding affinity (normalized) is 0.495.